From a dataset of Catalyst prediction with 721,799 reactions and 888 catalyst types from USPTO. Predict which catalyst facilitates the given reaction. (1) Reactant: [Br:1]Br.[OH:3][C:4]1[CH:5]=[C:6]2[C:11](=[CH:12][CH:13]=1)[CH:10]=[C:9]([CH2:14][N:15]([CH3:29])[C:16]([C:18]1[C:22]3[CH:23]=[CH:24][CH:25]=[CH:26][C:21]=3[O:20][C:19]=1[CH2:27][CH3:28])=[O:17])[CH:8]=[CH:7]2. Product: [Br:1][C:5]1[C:4]([OH:3])=[CH:13][CH:12]=[C:11]2[C:6]=1[CH:7]=[CH:8][C:9]([CH2:14][N:15]([CH3:29])[C:16]([C:18]1[C:22]3[CH:23]=[CH:24][CH:25]=[CH:26][C:21]=3[O:20][C:19]=1[CH2:27][CH3:28])=[O:17])=[CH:10]2. The catalyst class is: 15. (2) Reactant: [CH:1]1([C:4]2[N:5]=[C:6]3[C:12]([C:13]([OH:15])=O)=[CH:11][N:10]([CH2:16][O:17][CH2:18][CH2:19][Si:20]([CH3:23])([CH3:22])[CH3:21])[C:7]3=[N:8][CH:9]=2)[CH2:3][CH2:2]1.[NH2:24][C@@H:25]1[CH2:30][CH2:29][CH2:28][N:27]([CH3:31])[C:26]1=[O:32].C(N(CC)CC)C.C1CN([P+](ON2N=NC3C=CC=CC2=3)(N2CCCC2)N2CCCC2)CC1.F[P-](F)(F)(F)(F)F. Product: [CH3:31][N:27]1[CH2:28][CH2:29][CH2:30][C@@H:25]([NH:24][C:13]([C:12]2[C:6]3[C:7](=[N:8][CH:9]=[C:4]([CH:1]4[CH2:2][CH2:3]4)[N:5]=3)[N:10]([CH2:16][O:17][CH2:18][CH2:19][Si:20]([CH3:21])([CH3:22])[CH3:23])[CH:11]=2)=[O:15])[C:26]1=[O:32]. The catalyst class is: 31.